The task is: Binary Classification. Given a drug SMILES string, predict its activity (active/inactive) in a high-throughput screening assay against a specified biological target.. This data is from Tyrosyl-DNA phosphodiesterase HTS with 341,365 compounds. (1) The drug is OC1N(CCC)C(=O)c2c1ccc(c2)C(=O)NCc1ccc(OC)cc1. The result is 0 (inactive). (2) The drug is Clc1ccc(Cn2c3c(nc2c2nonc2N)cccc3)cc1. The result is 0 (inactive). (3) The compound is s1c2c(CCN(C2)C(=O)C)c2c1n(c(=O)n(c2=O)c1c(OC)cc(OC)cc1)Cc1ccc(F)cc1. The result is 0 (inactive).